This data is from Forward reaction prediction with 1.9M reactions from USPTO patents (1976-2016). The task is: Predict the product of the given reaction. Given the reactants C([O:4][CH2:5][C:6]([NH:25][C:26]([O:28][C:29]([CH3:32])([CH3:31])[CH3:30])=[O:27])([CH2:12][CH2:13][CH2:14][CH2:15][B:16]1[O:20][C:19]([CH3:22])([CH3:21])[C:18]([CH3:24])([CH3:23])[O:17]1)[C:7]([O:9][CH2:10][CH3:11])=[O:8])(=O)C.C(=O)([O-])[O-].[K+].[K+], predict the reaction product. The product is: [C:29]([O:28][C:26]([NH:25][C:6]([CH2:5][OH:4])([CH2:12][CH2:13][CH2:14][CH2:15][B:16]1[O:17][C:18]([CH3:24])([CH3:23])[C:19]([CH3:22])([CH3:21])[O:20]1)[C:7]([O:9][CH2:10][CH3:11])=[O:8])=[O:27])([CH3:32])([CH3:30])[CH3:31].